This data is from Peptide-MHC class I binding affinity with 185,985 pairs from IEDB/IMGT. The task is: Regression. Given a peptide amino acid sequence and an MHC pseudo amino acid sequence, predict their binding affinity value. This is MHC class I binding data. (1) The binding affinity (normalized) is 0.540. The peptide sequence is SINMLKRVR. The MHC is HLA-A31:01 with pseudo-sequence HLA-A31:01. (2) The peptide sequence is FAFVTDNTY. The MHC is HLA-B15:02 with pseudo-sequence HLA-B15:02. The binding affinity (normalized) is 0.898. (3) The peptide sequence is TTFHQTLQD. The MHC is HLA-A68:02 with pseudo-sequence HLA-A68:02. The binding affinity (normalized) is 0.334. (4) The peptide sequence is IRFKDDSSF. The MHC is HLA-A25:01 with pseudo-sequence HLA-A25:01. The binding affinity (normalized) is 0.0847. (5) The peptide sequence is FEMGIVPSHI. The MHC is H-2-Kb with pseudo-sequence H-2-Kb. The binding affinity (normalized) is 0.